Dataset: Drug-induced liver injury (DILI) classification data. Task: Regression/Classification. Given a drug SMILES string, predict its toxicity properties. Task type varies by dataset: regression for continuous values (e.g., LD50, hERG inhibition percentage) or binary classification for toxic/non-toxic outcomes (e.g., AMES mutagenicity, cardiotoxicity, hepatotoxicity). Dataset: dili. (1) The molecule is C=C1CCC(O)CC1=CC=C1CCCC2(C)C1CCC2C(C)CCCC(C)C. The result is 0 (no liver injury). (2) The molecule is CN(C)CCCC1c2ccccc2Nc2ccc(Cl)cc21. The result is 1 (causes liver injury). (3) The compound is C[N+](C)(C)CCOP(=O)([O-])OP(=O)(O)OCC1OC(n2ccc(N)nc2=O)C(O)C1O. The result is 0 (no liver injury). (4) The drug is O=C(O)Cc1csc(-c2ccc(Cl)cc2)n1. The result is 1 (causes liver injury).